From a dataset of Catalyst prediction with 721,799 reactions and 888 catalyst types from USPTO. Predict which catalyst facilitates the given reaction. Reactant: Cl[C:2]1[C:11]2[C:6](=[CH:7][C:8]([F:13])=[C:9]([F:12])[CH:10]=2)[N:5]=[C:4]([C:14]2[CH:19]=[CH:18][CH:17]=[CH:16][C:15]=2[F:20])[C:3]=1[CH3:21].[O:22]1[CH2:27][CH2:26][N:25]([C:28]2[CH:33]=[CH:32][C:31]([N:34]3[CH2:39][CH2:38][O:37][CH2:36][CH2:35]3)=[CH:30][C:29]=2[NH2:40])[CH2:24][CH2:23]1.Cl.O1CCOCC1. Product: [N:25]1([C:28]2[CH:33]=[CH:32][C:31]([N:34]3[CH2:35][CH2:36][O:37][CH2:38][CH2:39]3)=[CH:30][C:29]=2[NH:40][C:2]2[C:11]3[C:6](=[CH:7][C:8]([F:13])=[C:9]([F:12])[CH:10]=3)[N:5]=[C:4]([C:14]3[CH:19]=[CH:18][CH:17]=[CH:16][C:15]=3[F:20])[C:3]=2[CH3:21])[CH2:26][CH2:27][O:22][CH2:23][CH2:24]1. The catalyst class is: 5.